From a dataset of Full USPTO retrosynthesis dataset with 1.9M reactions from patents (1976-2016). Predict the reactants needed to synthesize the given product. (1) Given the product [CH:1]1([CH2:7][NH:8][C:9]([C:11]2[C:12]3[CH2:20][CH2:19][NH:18][CH2:17][C:13]=3[N:14]=[CH:15][N:16]=2)=[O:10])[CH2:6][CH2:5][CH2:4][CH2:3][CH2:2]1, predict the reactants needed to synthesize it. The reactants are: [CH:1]1([CH2:7][NH:8][C:9]([C:11]2[C:12]3[CH2:20][CH2:19][N:18](CC4C=CC=CC=4)[CH2:17][C:13]=3[N:14]=[CH:15][N:16]=2)=[O:10])[CH2:6][CH2:5][CH2:4][CH2:3][CH2:2]1. (2) Given the product [Br:27][C:9]1[S:8][C:7]([C:3]2[CH:2]=[N:1][CH:6]=[CH:5][CH:4]=2)=[N:11][C:10]=1[C:12]([O:14][CH2:15][CH3:16])=[O:13], predict the reactants needed to synthesize it. The reactants are: [N:1]1[CH:6]=[CH:5][CH:4]=[C:3]([C:7]2[S:8][CH:9]=[C:10]([C:12]([O:14][CH2:15][CH3:16])=[O:13])[N:11]=2)[CH:2]=1.C[Si]([N-][Si](C)(C)C)(C)C.[K+].[Br:27]N1C(=O)CCC1=O. (3) Given the product [NH2:12][C:13]1[N:18]=[C:17]([S:19][CH2:2][C:3]2[C:4]([Cl:11])=[CH:5][CH:6]=[C:7]([Cl:10])[C:8]=2[Cl:9])[N:16]=[C:15]([OH:20])[CH:14]=1, predict the reactants needed to synthesize it. The reactants are: Br[CH2:2][C:3]1[C:8]([Cl:9])=[C:7]([Cl:10])[CH:6]=[CH:5][C:4]=1[Cl:11].[NH2:12][C:13]1[N:18]=[C:17]([SH:19])[N:16]=[C:15]([OH:20])[CH:14]=1.C(N(CC)CC)C. (4) Given the product [O:1]=[C:2]1[CH2:10][C:9]2[C:4](=[CH:5][CH:6]=[CH:7][C:8]=2[NH:11][CH2:12][C:13]([OH:15])=[O:14])[NH:3]1, predict the reactants needed to synthesize it. The reactants are: [O:1]=[C:2]1[CH2:10][C:9]2[C:4](=[CH:5][CH:6]=[CH:7][C:8]=2[NH:11][CH2:12][C:13]([O:15]CC2C=CC=CC=2)=[O:14])[NH:3]1.CCOC(C)=O.CC(O)=O. (5) Given the product [C:1]([C:5]1[N:6]=[C:7]([N:16]2[CH2:20][CH2:19][C:18]([F:21])([F:22])[CH2:17]2)[C:8]2[N:13]=[N:12][N:11]([CH2:14][CH2:15][O:46][CH3:45])[C:9]=2[N:10]=1)([CH3:2])([CH3:3])[CH3:4], predict the reactants needed to synthesize it. The reactants are: [C:1]([C:5]1[N:6]=[C:7]([N:16]2[CH2:20][CH2:19][C:18]([F:22])([F:21])[CH2:17]2)[C:8]2[N:13]=[N:12][N:11]([CH2:14][CH3:15])[C:9]=2[N:10]=1)([CH3:4])([CH3:3])[CH3:2].C(C1N=C(N2CCC(F)(F)C2)C2N=NNC=2N=1)(C)(C)C.BrC[CH2:45][O:46]C. (6) Given the product [CH:3]12[NH:2][CH:6]([CH2:5][CH2:4]1)[CH2:7][C:8](=[O:9])[CH2:10]2, predict the reactants needed to synthesize it. The reactants are: C[N:2]1[CH:6]2[CH2:7][C:8]([CH2:10][CH:3]1[CH2:4][CH2:5]2)=[O:9].ClC(OC(Cl)C)=O.